Dataset: NCI-60 drug combinations with 297,098 pairs across 59 cell lines. Task: Regression. Given two drug SMILES strings and cell line genomic features, predict the synergy score measuring deviation from expected non-interaction effect. (1) Drug 1: C1=CC(=C2C(=C1NCCNCCO)C(=O)C3=C(C=CC(=C3C2=O)O)O)NCCNCCO. Drug 2: CC12CCC3C(C1CCC2OP(=O)(O)O)CCC4=C3C=CC(=C4)OC(=O)N(CCCl)CCCl.[Na+]. Cell line: ACHN. Synergy scores: CSS=27.0, Synergy_ZIP=-6.83, Synergy_Bliss=-11.0, Synergy_Loewe=-35.7, Synergy_HSA=-10.0. (2) Drug 1: CC1=C(C=C(C=C1)NC(=O)C2=CC=C(C=C2)CN3CCN(CC3)C)NC4=NC=CC(=N4)C5=CN=CC=C5. Drug 2: CC1=C(N=C(N=C1N)C(CC(=O)N)NCC(C(=O)N)N)C(=O)NC(C(C2=CN=CN2)OC3C(C(C(C(O3)CO)O)O)OC4C(C(C(C(O4)CO)O)OC(=O)N)O)C(=O)NC(C)C(C(C)C(=O)NC(C(C)O)C(=O)NCCC5=NC(=CS5)C6=NC(=CS6)C(=O)NCCC[S+](C)C)O. Cell line: MDA-MB-435. Synergy scores: CSS=2.78, Synergy_ZIP=-2.77, Synergy_Bliss=-4.75, Synergy_Loewe=-1.15, Synergy_HSA=-2.52. (3) Drug 1: C1CCN(CC1)CCOC2=CC=C(C=C2)C(=O)C3=C(SC4=C3C=CC(=C4)O)C5=CC=C(C=C5)O. Drug 2: CC1=C(C(=CC=C1)Cl)NC(=O)C2=CN=C(S2)NC3=CC(=NC(=N3)C)N4CCN(CC4)CCO. Cell line: MDA-MB-231. Synergy scores: CSS=43.4, Synergy_ZIP=0.511, Synergy_Bliss=-1.18, Synergy_Loewe=-42.3, Synergy_HSA=-2.56. (4) Drug 1: C1=NC2=C(N1)C(=S)N=CN2. Drug 2: CCN(CC)CCCC(C)NC1=C2C=C(C=CC2=NC3=C1C=CC(=C3)Cl)OC. Cell line: HOP-62. Synergy scores: CSS=56.3, Synergy_ZIP=-0.680, Synergy_Bliss=-1.06, Synergy_Loewe=-9.08, Synergy_HSA=2.16. (5) Drug 1: C1=NC2=C(N=C(N=C2N1C3C(C(C(O3)CO)O)F)Cl)N. Drug 2: B(C(CC(C)C)NC(=O)C(CC1=CC=CC=C1)NC(=O)C2=NC=CN=C2)(O)O. Cell line: HL-60(TB). Synergy scores: CSS=51.6, Synergy_ZIP=-4.41, Synergy_Bliss=-6.71, Synergy_Loewe=-4.23, Synergy_HSA=-3.56. (6) Drug 1: C1CN(P(=O)(OC1)NCCCl)CCCl. Drug 2: CC1CCCC2(C(O2)CC(NC(=O)CC(C(C(=O)C(C1O)C)(C)C)O)C(=CC3=CSC(=N3)C)C)C. Cell line: SK-MEL-28. Synergy scores: CSS=32.5, Synergy_ZIP=0.770, Synergy_Bliss=0.676, Synergy_Loewe=-17.8, Synergy_HSA=0.890. (7) Drug 2: CCC1=C2CN3C(=CC4=C(C3=O)COC(=O)C4(CC)O)C2=NC5=C1C=C(C=C5)O. Cell line: EKVX. Drug 1: CN1CCC(CC1)COC2=C(C=C3C(=C2)N=CN=C3NC4=C(C=C(C=C4)Br)F)OC. Synergy scores: CSS=26.6, Synergy_ZIP=-4.77, Synergy_Bliss=-0.924, Synergy_Loewe=1.06, Synergy_HSA=1.03.